Dataset: Peptide-MHC class I binding affinity with 185,985 pairs from IEDB/IMGT. Task: Regression. Given a peptide amino acid sequence and an MHC pseudo amino acid sequence, predict their binding affinity value. This is MHC class I binding data. The peptide sequence is KYKYFSGAL. The MHC is HLA-A24:02 with pseudo-sequence HLA-A24:02. The binding affinity (normalized) is 0.0615.